Dataset: Forward reaction prediction with 1.9M reactions from USPTO patents (1976-2016). Task: Predict the product of the given reaction. (1) Given the reactants [Cl:1][C:2]1[CH:28]=[CH:27][C:26]([Cl:29])=[CH:25][C:3]=1[C:4]([NH:6][NH:7][C:8](=[O:24])[C:9]1[CH:14]=[CH:13][C:12]([O:15][CH2:16][CH2:17][CH2:18][CH2:19][CH2:20][CH2:21][CH2:22][CH3:23])=[CH:11][CH:10]=1)=O.P(Cl)(Cl)(Cl)=O, predict the reaction product. The product is: [Cl:1][C:2]1[CH:28]=[CH:27][C:26]([Cl:29])=[CH:25][C:3]=1[C:4]1[O:24][C:8]([C:9]2[CH:14]=[CH:13][C:12]([O:15][CH2:16][CH2:17][CH2:18][CH2:19][CH2:20][CH2:21][CH2:22][CH3:23])=[CH:11][CH:10]=2)=[N:7][N:6]=1. (2) Given the reactants [C:1]([O:4][C:5]1[CH:10]=[CH:9][C:8]([NH:11][CH:12]=O)=[C:7]([NH2:14])[CH:6]=1)(=[O:3])[CH3:2], predict the reaction product. The product is: [C:1]([O:4][C:5]1[CH:10]=[CH:9][C:8]2[NH:11][CH:12]=[N:14][C:7]=2[CH:6]=1)(=[O:3])[CH3:2]. (3) The product is: [Cl:1][C:2]1[S:3][C:4]([S:15]([CH3:18])(=[O:17])=[O:16])=[C:5]2[C:10]3[N:11]=[C:12]([NH:14][S:25]([C:22]4[CH:21]=[CH:20][C:19]([C:29]5[CH:34]=[CH:33][CH:32]=[CH:31][CH:30]=5)=[CH:24][CH:23]=4)(=[O:27])=[O:26])[S:13][C:9]=3[CH2:8][CH2:7][C:6]=12. Given the reactants [Cl:1][C:2]1[S:3][C:4]([S:15]([CH3:18])(=[O:17])=[O:16])=[C:5]2[C:10]3[N:11]=[C:12]([NH2:14])[S:13][C:9]=3[CH2:8][CH2:7][C:6]=12.[C:19]1([C:29]2[CH:34]=[CH:33][CH:32]=[CH:31][CH:30]=2)[CH:24]=[CH:23][C:22]([S:25](Cl)(=[O:27])=[O:26])=[CH:21][CH:20]=1, predict the reaction product. (4) Given the reactants [Cl:1][C:2]1[CH:7]=[CH:6][C:5]([NH:8][C:9](=[O:14])[C:10]([CH3:13])([CH3:12])[CH3:11])=[CH:4][CH:3]=1.C([Li])CCC.[CH2:20]([O:27][C:28]1[C:35]([O:36][CH3:37])=[CH:34][CH:33]=[CH:32][C:29]=1[CH:30]=[O:31])[C:21]1[CH:26]=[CH:25][CH:24]=[CH:23][CH:22]=1.[Cl-].[NH4+], predict the reaction product. The product is: [CH2:20]([O:27][C:28]1[C:35]([O:36][CH3:37])=[CH:34][CH:33]=[CH:32][C:29]=1[CH:30]([OH:31])[C:4]1[CH:3]=[C:2]([Cl:1])[CH:7]=[CH:6][C:5]=1[NH:8][C:9](=[O:14])[C:10]([CH3:11])([CH3:13])[CH3:12])[C:21]1[CH:22]=[CH:23][CH:24]=[CH:25][CH:26]=1. (5) Given the reactants [C:1]([O:5][C:6]([N:8]1[CH2:11][CH:10]([C:12](=[O:17])NCOC)[CH2:9]1)=[O:7])([CH3:4])([CH3:3])[CH3:2].[CH:18]([Mg]Cl)([CH3:20])[CH3:19], predict the reaction product. The product is: [C:1]([O:5][C:6]([N:8]1[CH2:9][CH:10]([C:12](=[O:17])[CH:18]([CH3:20])[CH3:19])[CH2:11]1)=[O:7])([CH3:2])([CH3:3])[CH3:4]. (6) Given the reactants [CH3:1][C:2]1[CH:13]=[C:12]([CH:14]2[CH2:18][CH2:17][O:16][CH2:15]2)[CH:11]=[C:10]([CH3:19])[C:3]=1[O:4][CH2:5][C:6](OC)=[O:7].[NH2:20][NH2:21], predict the reaction product. The product is: [CH3:1][C:2]1[CH:13]=[C:12]([CH:14]2[CH2:18][CH2:17][O:16][CH2:15]2)[CH:11]=[C:10]([CH3:19])[C:3]=1[O:4][CH2:5][C:6]([NH:20][NH2:21])=[O:7]. (7) Given the reactants [F:1][C:2]1[CH:7]=[C:6]([F:8])[CH:5]=[CH:4][C:3]=1[C:9]1[N:10]=[C:11]([C@H:14]2[CH2:19][CH2:18][CH2:17][NH:16][CH2:15]2)[O:12][CH:13]=1.[F:20][C:21]1[CH:29]=[CH:28][C:24]([C:25](O)=[O:26])=[CH:23][N:22]=1, predict the reaction product. The product is: [F:1][C:2]1[CH:7]=[C:6]([F:8])[CH:5]=[CH:4][C:3]=1[C:9]1[N:10]=[C:11]([C@H:14]2[CH2:19][CH2:18][CH2:17][N:16]([C:25]([C:24]3[CH:23]=[N:22][C:21]([F:20])=[CH:29][CH:28]=3)=[O:26])[CH2:15]2)[O:12][CH:13]=1. (8) Given the reactants [C:1]([C:3](=[CH:19][C:20]1[CH:25]=[CH:24][C:23]([NH:26][C:27]2[N:28]=[C:29]3[C:35]([C:36](=[O:41])[C:37]([CH3:40])([CH3:39])[CH3:38])=[CH:34][N:33](COCC[Si](C)(C)C)[C:30]3=[N:31][CH:32]=2)=[CH:22][CH:21]=1)[C:4]([N:6]1[CH2:11][CH2:10][N:9](C(OC(C)(C)C)=O)[CH2:8][CH2:7]1)=[O:5])#[N:2].C(O)(C(F)(F)F)=O, predict the reaction product. The product is: [N:6]1([C:4]([C:3](=[CH:19][C:20]2[CH:25]=[CH:24][C:23]([NH:26][C:27]3[N:28]=[C:29]4[C:35]([C:36](=[O:41])[C:37]([CH3:39])([CH3:38])[CH3:40])=[CH:34][NH:33][C:30]4=[N:31][CH:32]=3)=[CH:22][CH:21]=2)[C:1]#[N:2])=[O:5])[CH2:7][CH2:8][NH:9][CH2:10][CH2:11]1. (9) Given the reactants [O:1]=[C:2]([C:22]1[CH:27]=[CH:26][CH:25]=[CH:24][CH:23]=1)[CH2:3][CH2:4][C:5]1[CH:10]=[CH:9][CH:8]=[CH:7][C:6]=1[NH:11][C:12](=[O:21])[O:13][CH2:14][C:15]1[CH:20]=[CH:19][CH:18]=[CH:17][CH:16]=1.CCCCCCCCCC.C(OO)(C)(C)C.NC1C=CC=CC=1, predict the reaction product. The product is: [C:2]([CH:3]1[CH2:4][C:5]2[C:6](=[CH:7][CH:8]=[CH:9][CH:10]=2)[N:11]1[C:12]([O:13][CH2:14][C:15]1[CH:16]=[CH:17][CH:18]=[CH:19][CH:20]=1)=[O:21])(=[O:1])[C:22]1[CH:27]=[CH:26][CH:25]=[CH:24][CH:23]=1. (10) The product is: [CH2:21]([N:23]([CH2:24][CH3:25])[C:15]1[CH:16]=[N:17][CH:18]=[CH:19][CH:20]=1)[CH3:22]. Given the reactants CC(C)([O-])C.[Na+].C1(C)C=CC=CC=1.Br[C:15]1[CH:16]=[N:17][CH:18]=[CH:19][CH:20]=1.[CH2:21]([NH:23][CH2:24][CH3:25])[CH3:22], predict the reaction product.